Dataset: Reaction yield outcomes from USPTO patents with 853,638 reactions. Task: Predict the reaction yield, written as a fraction of the theoretical maximum amount of product (1.0 means a 100% yield; for example, 0.34 means a 34% yield). The reactants are [ClH:1].[O:2]=[C:3]1[NH:8][C:7](=[O:9])[C:6]([C:10]2[N:11]=[N:12][CH:13]=[CH:14][CH:15]=2)=[CH:5][N:4]1[CH2:16][CH2:17][CH:18]=O.[F:20][C:21]([F:35])([F:34])[C:22]1[CH:27]=[CH:26][C:25]([C@:28]23[CH2:33][C@H:32]2[CH2:31][NH:30][CH2:29]3)=[CH:24][CH:23]=1.CC(O)=O.[BH-](OC(C)=O)(OC(C)=O)OC(C)=O.[Na+].[OH-].[Na+]. The catalyst is ClC(Cl)C.CO. The product is [ClH:1].[ClH:1].[N:12]1[CH:13]=[CH:14][CH:15]=[C:10]([C:6]2[C:7](=[O:9])[NH:8][C:3](=[O:2])[N:4]([CH2:16][CH2:17][CH2:18][N:30]3[CH2:31][C@H:32]4[C@:28]([C:25]5[CH:24]=[CH:23][C:22]([C:21]([F:20])([F:35])[F:34])=[CH:27][CH:26]=5)([CH2:33]4)[CH2:29]3)[CH:5]=2)[N:11]=1. The yield is 0.120.